From a dataset of Forward reaction prediction with 1.9M reactions from USPTO patents (1976-2016). Predict the product of the given reaction. (1) Given the reactants [CH2:1]=[C:2]1[S:6][C:5](=[NH:7])[N:4]([C:8]2[CH:21]=[CH:20][C:11]3[O:12][C:13]([F:19])([F:18])[C:14]([F:17])([F:16])[O:15][C:10]=3[CH:9]=2)[CH2:3]1.CCN(C(C)C)C(C)C.[CH3:31][C:32]([CH3:38])([CH3:37])[CH2:33][C:34](Cl)=[O:35], predict the reaction product. The product is: [CH3:31][C:32]([CH3:38])([CH3:37])[CH2:33][C:34](/[N:7]=[C:5]1\[S:6][C:2](=[CH2:1])[CH2:3][N:4]\1[C:8]1[CH:21]=[CH:20][C:11]2[O:12][C:13]([F:19])([F:18])[C:14]([F:16])([F:17])[O:15][C:10]=2[CH:9]=1)=[O:35]. (2) Given the reactants [CH2:1]1[C:10]2[C:5](=[CH:6][CH:7]=[CH:8][CH:9]=2)[CH2:4][CH2:3][NH:2]1.[NH:11]1[C:15]2[CH:16]=[CH:17][CH:18]=[CH:19][C:14]=2[N:13]=[C:12]1[CH2:20][N:21]([CH2:32][C:33]1[CH:40]=[CH:39][C:36]([CH:37]=O)=[CH:35][CH:34]=1)[CH:22]1[C:31]2[N:30]=[CH:29][CH:28]=[CH:27][C:26]=2[CH2:25][CH2:24][CH2:23]1.CC(O)=O.[BH-](OC(C)=O)(OC(C)=O)OC(C)=O.[Na+], predict the reaction product. The product is: [NH:11]1[C:15]2[CH:16]=[CH:17][CH:18]=[CH:19][C:14]=2[N:13]=[C:12]1[CH2:20][N:21]([CH2:32][C:33]1[CH:40]=[CH:39][C:36]([CH2:37][N:2]2[CH2:3][CH2:4][C:5]3[C:10](=[CH:9][CH:8]=[CH:7][CH:6]=3)[CH2:1]2)=[CH:35][CH:34]=1)[CH:22]1[C:31]2[N:30]=[CH:29][CH:28]=[CH:27][C:26]=2[CH2:25][CH2:24][CH2:23]1. (3) Given the reactants [Cl:1][CH2:2][CH2:3][CH2:4][O:5][C:6]1[CH:11]=[CH:10][CH:9]=[C:8]([CH2:12][S:13]([C:16]2[C:25]3[C:20](=[CH:21][CH:22]=[CH:23][CH:24]=3)[CH:19]=[CH:18][CH:17]=2)(=[O:15])=[O:14])[C:7]=1[NH2:26].Cl.[N:28]([O-])=O.[Na+].C(=O)(O)[O-].[Na+], predict the reaction product. The product is: [Cl:1][CH2:2][CH2:3][CH2:4][O:5][C:6]1[CH:11]=[CH:10][CH:9]=[C:8]2[C:7]=1[NH:26][N:28]=[C:12]2[S:13]([C:16]1[C:25]2[C:20](=[CH:21][CH:22]=[CH:23][CH:24]=2)[CH:19]=[CH:18][CH:17]=1)(=[O:15])=[O:14].